Dataset: HIV replication inhibition screening data with 41,000+ compounds from the AIDS Antiviral Screen. Task: Binary Classification. Given a drug SMILES string, predict its activity (active/inactive) in a high-throughput screening assay against a specified biological target. (1) The compound is CC(=O)C(N1CCCCC1)C(O)(C(F)(F)F)C(F)(F)F. The result is 0 (inactive). (2) The molecule is CC=C(CC)C(C#N)O[Si](C)(C)C. The result is 0 (inactive).